Predict which catalyst facilitates the given reaction. From a dataset of Catalyst prediction with 721,799 reactions and 888 catalyst types from USPTO. (1) Reactant: Cl[C:2]1[N:7]=[C:6]([Cl:8])[N:5]=[CH:4][N:3]=1.C(N(CC)C(C)C)(C)C.[O:18]1[CH2:21][CH:20]([N:22]2[CH2:27][CH2:26][N:25]([C:28]3[N:33]=[CH:32][C:31]([NH2:34])=[CH:30][CH:29]=3)[CH2:24][CH2:23]2)[CH2:19]1. Product: [Cl:8][C:6]1[N:5]=[CH:4][N:3]=[C:2]([NH:34][C:31]2[CH:32]=[N:33][C:28]([N:25]3[CH2:26][CH2:27][N:22]([CH:20]4[CH2:19][O:18][CH2:21]4)[CH2:23][CH2:24]3)=[CH:29][CH:30]=2)[N:7]=1. The catalyst class is: 9. (2) Reactant: [NH2:1][C:2]1[C:11]2[N:10]=[CH:9][C:8]([CH2:12][CH2:13][C:14]3[CH:19]=[CH:18][C:17]([O:20][CH3:21])=[CH:16][C:15]=3[CH3:22])=[CH:7][C:6]=2[C:5]2[CH:23]=[CH:24][C:25](/[CH:27]=[CH:28]/[P:29](=[O:36])([O:33]CC)[O:30]CC)=[CH:26][C:4]=2[N:3]=1.C[Si](Br)(C)C. Product: [NH2:1][C:2]1[C:11]2[N:10]=[CH:9][C:8]([CH2:12][CH2:13][C:14]3[CH:19]=[CH:18][C:17]([O:20][CH3:21])=[CH:16][C:15]=3[CH3:22])=[CH:7][C:6]=2[C:5]2[CH:23]=[CH:24][C:25](/[CH:27]=[CH:28]/[P:29](=[O:30])([OH:33])[OH:36])=[CH:26][C:4]=2[N:3]=1. The catalyst class is: 2. (3) Reactant: C(N(C(C)C)CC)(C)C.[Cl:10][C:11]1[N:16]=[C:15](Cl)[C:14]([N+:18]([O-:20])=[O:19])=[CH:13][N:12]=1.Cl.[O:22]1[CH2:27][CH2:26][CH:25]([NH2:28])[CH2:24][CH2:23]1. Product: [Cl:10][C:11]1[N:16]=[C:15]([NH:28][CH:25]2[CH2:26][CH2:27][O:22][CH2:23][CH2:24]2)[C:14]([N+:18]([O-:20])=[O:19])=[CH:13][N:12]=1. The catalyst class is: 4. (4) Reactant: [H-].[H-].[H-].[H-].[Li+].[Al+3].[NH:7]1[C:11]2[CH:12]=[CH:13][C:14]([C:16](OC)=[O:17])=[CH:15][C:10]=2[N:9]=[N:8]1. Product: [NH:7]1[C:11]2[CH:12]=[CH:13][C:14]([CH2:16][OH:17])=[CH:15][C:10]=2[N:9]=[N:8]1. The catalyst class is: 1. (5) Reactant: C(N(CC)CC)C.[C:8]([O:15]C([O-])=O)([O:10][C:11]([CH3:14])([CH3:13])[CH3:12])=O.CN(C1C=CC=CN=1)C.[CH2:28]([CH:31]1[CH2:35][NH:34][C:33](=[O:36])[CH2:32]1)[CH2:29][CH3:30]. Product: [O:36]=[C:33]1[CH2:32][CH:31]([CH2:28][CH2:29][CH3:30])[CH2:35][N:34]1[C:8]([O:10][C:11]([CH3:12])([CH3:13])[CH3:14])=[O:15]. The catalyst class is: 2.